Dataset: Peptide-MHC class I binding affinity with 185,985 pairs from IEDB/IMGT. Task: Regression. Given a peptide amino acid sequence and an MHC pseudo amino acid sequence, predict their binding affinity value. This is MHC class I binding data. (1) The peptide sequence is VTTEVAFGL. The MHC is HLA-B40:01 with pseudo-sequence HLA-B40:01. The binding affinity (normalized) is 0.111. (2) The peptide sequence is FGAAVSLLF. The MHC is HLA-A02:03 with pseudo-sequence HLA-A02:03. The binding affinity (normalized) is 0.0847. (3) The peptide sequence is AMEDLVRAY. The MHC is HLA-A30:02 with pseudo-sequence HLA-A30:02. The binding affinity (normalized) is 0.808. (4) The peptide sequence is IGRGKNHAR. The MHC is HLA-A11:01 with pseudo-sequence HLA-A11:01. The binding affinity (normalized) is 0.0847.